This data is from Forward reaction prediction with 1.9M reactions from USPTO patents (1976-2016). The task is: Predict the product of the given reaction. Given the reactants [F:1][C:2]([F:16])([F:15])[C:3]1[CH:14]=[CH:13][CH:12]=[CH:11][C:4]=1[O:5][CH:6]1[CH2:9][CH2:8][C:7]1=[O:10].[BH4-].[Na+], predict the reaction product. The product is: [F:1][C:2]([F:15])([F:16])[C:3]1[CH:14]=[CH:13][CH:12]=[CH:11][C:4]=1[O:5][C@H:6]1[CH2:9][CH2:8][C@H:7]1[OH:10].